This data is from Forward reaction prediction with 1.9M reactions from USPTO patents (1976-2016). The task is: Predict the product of the given reaction. (1) Given the reactants [CH2:1]([N:3]1[C:12](=[O:13])[C:11]2[C:6](=[CH:7][CH:8]=[C:9]([N+:14]([O-])=O)[CH:10]=2)[N:5]([CH2:17][C:18]#[CH:19])[C:4]1=[O:20])[CH3:2].[Sn](Cl)Cl, predict the reaction product. The product is: [NH2:14][C:9]1[CH:10]=[C:11]2[C:6](=[CH:7][CH:8]=1)[N:5]([CH2:17][C:18]#[CH:19])[C:4](=[O:20])[N:3]([CH2:1][CH3:2])[C:12]2=[O:13]. (2) Given the reactants [Br:1][C:2]1[C:3]2[CH:10]=[CH:9][CH:8]=[CH:7][C:4]=2[S:5][CH:6]=1.[N+:11]([O-])([OH:13])=[O:12], predict the reaction product. The product is: [Br:1][C:2]1[C:3]2[CH:10]=[CH:9][CH:8]=[CH:7][C:4]=2[S:5][C:6]=1[N+:11]([O-:13])=[O:12]. (3) The product is: [CH3:1][N:8]1[CH:14]2[CH2:15][CH2:16][CH:9]1[CH:10]1[NH:17][CH:13]2[CH2:12][CH2:11]1. Given the reactants [CH2:1]([N:8]1[CH:14]2[CH2:15][CH2:16][CH:9]1[CH:10]1[N:17](C)[CH:13]2[CH2:12][CH2:11]1)C1C=CC=CC=1.[H][H], predict the reaction product. (4) Given the reactants C(C(C(C)([C:17]1[CH:26]=[CH:25][C:24]2[C:19](=[CH:20][CH:21]=[CH:22][CH:23]=2)[CH:18]=1)C)CCCO[Si](C(C)(C)C)(C)C)#N.[F-].[NH4+:29].[NH4+].[NH4+].[NH4+].[F-].[F-].[F-].[Cl-].[Na+].[OH2:38], predict the reaction product. The product is: [C:20]([C:19]([C:17]1[CH:26]=[CH:25][C:24]2[C:19](=[CH:20][CH:21]=[CH:22][CH:23]=2)[CH:18]=1)([CH:24]([CH3:25])[CH3:23])[CH2:18][CH2:17][CH2:26][OH:38])#[N:29]. (5) Given the reactants [C:1]([O:5][C:6]([N:8]1[CH2:13][CH2:12][CH:11]([O:14][C:15]2[C:20]([C:21](=[O:23])[NH2:22])=[CH:19][C:18]([N+:24]([O-])=O)=[CH:17][C:16]=2[C:27](=[O:29])[NH2:28])[CH2:10][CH2:9]1)=[O:7])([CH3:4])([CH3:3])[CH3:2], predict the reaction product. The product is: [C:1]([O:5][C:6]([N:8]1[CH2:9][CH2:10][CH:11]([O:14][C:15]2[C:16]([C:27](=[O:29])[NH2:28])=[CH:17][C:18]([NH2:24])=[CH:19][C:20]=2[C:21](=[O:23])[NH2:22])[CH2:12][CH2:13]1)=[O:7])([CH3:4])([CH3:2])[CH3:3]. (6) Given the reactants [NH2:1][C:2]1[CH:3]=[C:4]([C:10]2[O:11][C:12]3[CH:18]=[CH:17][C:16]([C:19]4[CH:24]=[CH:23][C:22]([Cl:25])=[C:21]([CH3:26])[CH:20]=4)=[CH:15][C:13]=3[N:14]=2)[CH:5]=[CH:6][C:7]=1[O:8][CH3:9].[CH:27]1[C:32]([C:33]([OH:35])=[O:34])=[CH:31][C:30]2[C:36]([O:38][C:39](=O)[C:29]=2[CH:28]=1)=[O:37], predict the reaction product. The product is: [CH3:9][O:8][C:7]1[CH:6]=[CH:5][C:4]([C:10]2[O:11][C:12]3[CH:18]=[CH:17][C:16]([C:19]4[CH:24]=[CH:23][C:22]([Cl:25])=[C:21]([CH3:26])[CH:20]=4)=[CH:15][C:13]=3[N:14]=2)=[CH:3][C:2]=1[N:1]1[C:36](=[O:37])[C:30]2[C:29](=[CH:28][CH:27]=[C:32]([C:33]([OH:35])=[O:34])[CH:31]=2)[C:39]1=[O:38]. (7) Given the reactants C([O:3][C:4](=[O:40])[CH2:5][CH2:6][CH2:7][O:8][C:9]1[CH:14]=[CH:13][CH:12]=[C:11]([CH2:15][CH2:16][CH2:17][CH2:18][CH2:19][CH2:20][O:21][C:22]2[CH:27]=[C:26]([S:28]([CH3:31])(=[O:30])=[O:29])[CH:25]=[C:24](I)[CH:23]=2)[C:10]=1[CH2:33][CH2:34][C:35]([O:37]CC)=[O:36])C.C([Sn](CCCC)(CCCC)[C:46]1[S:47][CH:48]=[CH:49][N:50]=1)CCC.[OH-].[Na+], predict the reaction product. The product is: [C:35]([CH2:34][CH2:33][C:10]1[C:11]([CH2:15][CH2:16][CH2:17][CH2:18][CH2:19][CH2:20][O:21][C:22]2[CH:23]=[C:24]([C:46]3[S:47][CH:48]=[CH:49][N:50]=3)[CH:25]=[C:26]([S:28]([CH3:31])(=[O:30])=[O:29])[CH:27]=2)=[CH:12][CH:13]=[CH:14][C:9]=1[O:8][CH2:7][CH2:6][CH2:5][C:4]([OH:3])=[O:40])([OH:37])=[O:36].